Dataset: Full USPTO retrosynthesis dataset with 1.9M reactions from patents (1976-2016). Task: Predict the reactants needed to synthesize the given product. (1) Given the product [CH2:1]([C@@:8]12[CH2:21][CH2:20][C@@:19]([CH2:23][CH3:24])([OH:22])[CH2:18][C@@H:17]1[CH2:16][C:15](=[O:30])[C:14]1[CH:13]=[C:12]([C:25]([O:27][CH3:28])=[O:26])[CH:11]=[CH:10][C:9]2=1)[C:2]1[CH:3]=[CH:4][CH:5]=[CH:6][CH:7]=1, predict the reactants needed to synthesize it. The reactants are: [CH2:1]([C@@:8]12[CH2:21][CH2:20][C@@:19]([CH2:23][CH3:24])([OH:22])[CH2:18][C@@H:17]1[CH2:16][CH2:15][C:14]1[CH:13]=[C:12]([C:25]([O:27][CH3:28])=[O:26])[CH:11]=[CH:10][C:9]2=1)[C:2]1[CH:7]=[CH:6][CH:5]=[CH:4][CH:3]=1.[Mn]([O-])(=O)(=O)=[O:30].[K+].N1C=CC=CC=1.[O-]S([O-])(=O)=O.[Na+].[Na+]. (2) Given the product [CH:41]1([C:37]2[CH:38]=[N:39][C:22]3[N:21]([C:19]([NH:18][CH:13]([C:4]4[CH:5]=[CH:6][C:7]([O:8][C:9]([F:12])([F:11])[F:10])=[C:2]([F:1])[CH:3]=4)[C:14]([OH:17])([CH3:16])[CH3:15])=[O:20])[CH2:26][C:25](=[O:27])[N:24]([CH2:28][O:29][CH2:30][CH2:31][Si:32]([CH3:35])([CH3:34])[CH3:33])[C:23]=3[CH:36]=2)[CH2:43][CH2:42]1, predict the reactants needed to synthesize it. The reactants are: [F:1][C:2]1[CH:3]=[C:4]([CH:13]([NH:18][C:19]([N:21]2[CH2:26][C:25](=[O:27])[N:24]([CH2:28][O:29][CH2:30][CH2:31][Si:32]([CH3:35])([CH3:34])[CH3:33])[C:23]3[CH:36]=[C:37](I)[CH:38]=[N:39][C:22]2=3)=[O:20])[C:14]([OH:17])([CH3:16])[CH3:15])[CH:5]=[CH:6][C:7]=1[O:8][C:9]([F:12])([F:11])[F:10].[CH:41]1(B(O)O)[CH2:43][CH2:42]1.P([O-])([O-])([O-])=O.[K+].[K+].[K+].C1(P(C2CCCCC2)C2CCCCC2)CCCCC1. (3) Given the product [C:1]([O:4][C@@H:5]1[C@@H:10]([O:11][C:12](=[O:14])[CH3:13])[C@H:9]([O:15][C:16](=[O:18])[CH3:17])[C@@H:8]([CH2:19][O:20][C:21](=[O:23])[CH3:22])[O:7][C@H:6]1[C:24]1[CH:29]=[CH:28][C:27]([Cl:30])=[C:26]([CH2:31][C:32]2[S:33][C:34]([C:43]3[CH:48]=[N:47][CH:46]=[CH:45][N:44]=3)=[CH:35][CH:36]=2)[CH:25]=1)(=[O:3])[CH3:2], predict the reactants needed to synthesize it. The reactants are: [C:1]([O:4][C@@H:5]1[C@@H:10]([O:11][C:12](=[O:14])[CH3:13])[C@H:9]([O:15][C:16](=[O:18])[CH3:17])[C@@H:8]([CH2:19][O:20][C:21](=[O:23])[CH3:22])[O:7][C@H:6]1[C:24]1[CH:29]=[CH:28][C:27]([Cl:30])=[C:26]([CH2:31][C:32]2[S:33][C:34](Br)=[CH:35][CH:36]=2)[CH:25]=1)(=[O:3])[CH3:2].C([Sn](CCCC)(CCCC)[C:43]1[CH:48]=[N:47][CH:46]=[CH:45][N:44]=1)CCC. (4) Given the product [OH:28][C:29]1[C:30](=[O:31])[N:1]2[CH2:7][CH2:6][CH2:5][CH2:4][CH2:3][C:2]2=[N:8][C:34]=1[C:35]([O:37][CH3:38])=[O:36], predict the reactants needed to synthesize it. The reactants are: [NH:1]1[CH2:7][CH2:6][CH2:5][CH2:4][CH2:3][C:2]1=[N:8]O/C(=C/C(OC)=O)/C(OC)=O.N1CCCCCC1=N[O:28]/[C:29](=[CH:34]\[C:35]([O:37][CH3:38])=[O:36])/[C:30](OC)=[O:31]. (5) Given the product [Br:24][C:14]1[CH:15]=[C:16]2[C@:17]3([CH2:22][CH2:21][O:20][C:19]([NH2:23])=[N:18]3)[C:6]3[C:7](=[CH:8][CH:9]=[C:4]([NH2:1])[CH:5]=3)[O:10][C:11]2=[N:12][CH:13]=1, predict the reactants needed to synthesize it. The reactants are: [N:1]([C:4]1[CH:5]=[C:6]2[C@@:17]3([CH2:22][CH2:21][O:20][C:19]([NH2:23])=[N:18]3)[C:16]3[C:11](=[N:12][CH:13]=[C:14]([Br:24])[CH:15]=3)[O:10][C:7]2=[CH:8][CH:9]=1)=[N+]=[N-].[B-].[Na+].[BH4-].[Na+].O. (6) Given the product [CH2:1]([O:8][C:9](=[O:29])[CH:10]([O:17][NH2:18])[C:11]1[CH:16]=[CH:15][CH:14]=[CH:13][CH:12]=1)[C:2]1[CH:3]=[CH:4][CH:5]=[CH:6][CH:7]=1, predict the reactants needed to synthesize it. The reactants are: [CH2:1]([O:8][C:9](=[O:29])[CH:10]([O:17][N:18]1C(=O)C2C(=CC=CC=2)C1=O)[C:11]1[CH:16]=[CH:15][CH:14]=[CH:13][CH:12]=1)[C:2]1[CH:7]=[CH:6][CH:5]=[CH:4][CH:3]=1.NN. (7) The reactants are: [C:1]1([CH2:7][N:8]2[CH2:13][CH2:12][N:11]([C:14](OC(C)(C)C)=[O:15])[CH2:10][CH2:9]2)[CH:6]=[CH:5][CH:4]=[CH:3][CH:2]=1.CN(C)CCN(C)C.C([Li])(CC)C.C1CCCCC1.[C:40]([C:48]1[CH:53]=[CH:52][CH:51]=[CH:50][CH:49]=1)(=[O:47])[C:41]1[CH:46]=[CH:45][CH:44]=[CH:43][CH:42]=1.[Cl-].[NH4+]. Given the product [C:41]1([C:40]2([C:48]3[CH:53]=[CH:52][CH:51]=[CH:50][CH:49]=3)[CH:10]3[CH2:9][N:8]([CH2:7][C:1]4[CH:2]=[CH:3][CH:4]=[CH:5][CH:6]=4)[CH2:13][CH2:12][N:11]3[C:14](=[O:15])[O:47]2)[CH:46]=[CH:45][CH:44]=[CH:43][CH:42]=1, predict the reactants needed to synthesize it.